Dataset: Reaction yield outcomes from USPTO patents with 853,638 reactions. Task: Predict the reaction yield, written as a fraction of the theoretical maximum amount of product (1.0 means a 100% yield; for example, 0.34 means a 34% yield). The reactants are CS([C:5]1[N:6]=[C:7]([NH:26][C:27]2[CH:32]=[CH:31][C:30]([C:33]([F:36])([F:35])[F:34])=[CH:29][CH:28]=2)[C:8]2[CH2:14][CH2:13][N:12]([C:15]3[C:20]([C:21]([F:24])([F:23])[F:22])=[CH:19][CH:18]=[CH:17][N:16]=3)[CH2:11][CH2:10][C:9]=2[N:25]=1)(=O)=O.[CH3:37][O-:38].[Na+]. The catalyst is CO.CC(O)=O. The product is [CH3:37][O:38][C:5]1[N:6]=[C:7]([NH:26][C:27]2[CH:32]=[CH:31][C:30]([C:33]([F:36])([F:35])[F:34])=[CH:29][CH:28]=2)[C:8]2[CH2:14][CH2:13][N:12]([C:15]3[C:20]([C:21]([F:24])([F:23])[F:22])=[CH:19][CH:18]=[CH:17][N:16]=3)[CH2:11][CH2:10][C:9]=2[N:25]=1. The yield is 0.890.